The task is: Predict the reactants needed to synthesize the given product.. This data is from Full USPTO retrosynthesis dataset with 1.9M reactions from patents (1976-2016). (1) Given the product [C:1]([O:5][C:6]([NH:8][C:9]1[S:10][C:11]([Cl:26])=[C:12]([C:14](=[O:18])[C:15]([OH:17])=[O:16])[N:13]=1)=[O:7])([CH3:4])([CH3:2])[CH3:3], predict the reactants needed to synthesize it. The reactants are: [C:1]([O:5][C:6]([NH:8][C:9]1[S:10][CH:11]=[C:12]([C:14](=[O:18])[C:15]([OH:17])=[O:16])[N:13]=1)=[O:7])([CH3:4])([CH3:3])[CH3:2].C1C(=O)N([Cl:26])C(=O)C1. (2) Given the product [CH3:26][O:27][C:28](=[O:60])[CH2:29][CH2:30][CH2:31]/[CH:32]=[CH:33]\[CH2:34][C@H:35]1[C:39](=[O:40])[CH2:38][C@@H:37]([O:41][CH3:42])[C@@H:36]1/[CH:43]=[CH:44]/[CH2:45][CH:46]([C:49]1([CH2:53][C:54]2[S:55][C:56]([Cl:59])=[CH:57][CH:58]=2)[CH2:50][CH2:51][CH2:52]1)[OH:47], predict the reactants needed to synthesize it. The reactants are: O(C)S(C(F)(F)F)(=O)=O.CN(C1C2C(N(C)C)=CC=CC=2C=CC=1)C.[CH3:26][O:27][C:28](=[O:60])[CH2:29][CH2:30][CH2:31]/[CH:32]=[CH:33]\[CH2:34][C@H:35]1[C:39](=[O:40])[CH2:38][C@@H:37]([O:41][CH3:42])[C@@H:36]1/[CH:43]=[CH:44]/[CH2:45][CH:46]([C:49]1([CH2:53][C:54]2[S:55][C:56]([Cl:59])=[CH:57][CH:58]=2)[CH2:52][CH2:51][CH2:50]1)[O:47]C. (3) Given the product [C:6]([O:5][C:1]([NH:2][NH:3][CH2:24][C:22]([C:21]1[CH:26]=[CH:27][C:18]([F:17])=[CH:19][CH:20]=1)=[CH2:23])=[O:4])([CH3:9])([CH3:8])[CH3:7], predict the reactants needed to synthesize it. The reactants are: [C:1]([O:5][C:6]([CH3:9])([CH3:8])[CH3:7])(=[O:4])[NH:2][NH2:3].CCN(CC)CC.[F:17][C:18]1[CH:27]=[CH:26][C:21]([C:22]([CH2:24]Br)=[CH2:23])=[CH:20][CH:19]=1.